Dataset: Forward reaction prediction with 1.9M reactions from USPTO patents (1976-2016). Task: Predict the product of the given reaction. (1) Given the reactants Br[C:2]1[CH:11]=[CH:10][C:5]([C:6]([NH:8][CH3:9])=[O:7])=[C:4]([F:12])[CH:3]=1.[NH2:13][C:14]1([C:17]([OH:19])=[O:18])[CH2:16][CH2:15]1.C([O-])([O-])=O.[K+].[K+].C(C1CCCCC1=O)(=O)C, predict the reaction product. The product is: [CH3:9][NH:8][C:6]([C:5]1[CH:10]=[CH:11][C:2]([NH:13][C:14]2([C:17]([OH:19])=[O:18])[CH2:16][CH2:15]2)=[CH:3][C:4]=1[F:12])=[O:7]. (2) Given the reactants [C:1]1(=O)[CH2:6][CH2:5][CH2:4][CH2:3][CH2:2]1.[O:8]1[C:12]2([CH2:17][CH2:16][NH:15][CH2:14][CH2:13]2)[O:11][CH2:10][CH2:9]1, predict the reaction product. The product is: [C:1]1([N:15]2[CH2:16][CH2:17][C:12]3([O:11][CH2:10][CH2:9][O:8]3)[CH2:13][CH2:14]2)[CH2:6][CH2:5][CH2:4][CH2:3][CH:2]=1. (3) Given the reactants [C:1]([O:5][C:6](=[O:19])[CH:7]([O:9][C:10]1[CH:15]=[CH:14][C:13]([C:16]#[N:17])=[C:12]([F:18])[CH:11]=1)[CH3:8])([CH3:4])([CH3:3])[CH3:2].[H][H], predict the reaction product. The product is: [C:1]([O:5][C:6](=[O:19])[CH:7]([O:9][C:10]1[CH:15]=[CH:14][C:13]([CH2:16][NH2:17])=[C:12]([F:18])[CH:11]=1)[CH3:8])([CH3:2])([CH3:3])[CH3:4].